Task: Predict which catalyst facilitates the given reaction.. Dataset: Catalyst prediction with 721,799 reactions and 888 catalyst types from USPTO (1) Reactant: [CH3:1][NH:2][CH3:3].Cl[C:5]1[CH:10]=[C:9]([CH3:11])[C:8]([N+:12]([O-:14])=[O:13])=[CH:7][N:6]=1. Product: [CH3:1][N:2]([CH3:3])[C:5]1[CH:10]=[C:9]([CH3:11])[C:8]([N+:12]([O-:14])=[O:13])=[CH:7][N:6]=1. The catalyst class is: 7. (2) Reactant: [C:1]([O:5][C:6]([N:8]1[C@@:12]([CH3:16])([C:13](O)=O)[CH2:11][O:10][C:9]1([CH3:18])[CH3:17])=[O:7])([CH3:4])([CH3:3])[CH3:2].CN(C(ON1N=NC2C=CC=NC1=2)=[N+](C)C)C.F[P-](F)(F)(F)(F)F.CCN(C(C)C)C(C)C.Cl.[NH2:53][CH2:54][C:55]([C:57]1[CH:62]=[CH:61][C:60]([O:63][CH2:64][CH2:65][CH2:66][CH2:67][CH2:68][CH2:69][CH2:70][CH3:71])=[C:59]([C:72]([F:75])([F:74])[F:73])[CH:58]=1)=O.COC1C=CC(P2(SP(C3C=CC(OC)=CC=3)(=S)S2)=[S:85])=CC=1. Product: [CH3:17][C:9]1([CH3:18])[N:8]([C:6]([O:5][C:1]([CH3:4])([CH3:3])[CH3:2])=[O:7])[C@@:12]([CH3:16])([C:13]2[S:85][C:55]([C:57]3[CH:62]=[CH:61][C:60]([O:63][CH2:64][CH2:65][CH2:66][CH2:67][CH2:68][CH2:69][CH2:70][CH3:71])=[C:59]([C:72]([F:75])([F:74])[F:73])[CH:58]=3)=[CH:54][N:53]=2)[CH2:11][O:10]1. The catalyst class is: 390. (3) Reactant: Br[C:2]1[CH:3]=[C:4]([C:9]([F:12])([F:11])[F:10])[C:5]([NH2:8])=[N:6][CH:7]=1.[B:13]1([B:13]2[O:17][C:16]([CH3:19])([CH3:18])[C:15]([CH3:21])([CH3:20])[O:14]2)[O:17][C:16]([CH3:19])([CH3:18])[C:15]([CH3:21])([CH3:20])[O:14]1.C([O-])(=O)C.[K+]. Product: [CH3:20][C:15]1([CH3:21])[C:16]([CH3:19])([CH3:18])[O:17][B:13]([C:2]2[CH:3]=[C:4]([C:9]([F:12])([F:11])[F:10])[C:5]([NH2:8])=[N:6][CH:7]=2)[O:14]1. The catalyst class is: 431. (4) Reactant: [Cl:1][C:2]1[CH:7]=[C:6]([C:8]([F:11])([F:10])[F:9])[CH:5]=[C:4]([Cl:12])[C:3]=1[NH:13][NH:14][CH:15]([CH2:18][C:19]#[N:20])[C:16]#[N:17]. The catalyst class is: 159. Product: [Cl:1][C:2]1[CH:7]=[C:6]([C:8]([F:10])([F:11])[F:9])[CH:5]=[C:4]([Cl:12])[C:3]=1[NH:13][N:14]=[C:15]([CH2:18][C:19]#[N:20])[C:16]#[N:17].[NH2:20][C:19]1[N:13]([C:3]2[C:2]([Cl:1])=[CH:7][C:6]([C:8]([F:10])([F:11])[F:9])=[CH:5][C:4]=2[Cl:12])[N:14]=[C:15]([C:16]#[N:17])[CH:18]=1.